Task: Regression. Given a peptide amino acid sequence and an MHC pseudo amino acid sequence, predict their binding affinity value. This is MHC class I binding data.. Dataset: Peptide-MHC class I binding affinity with 185,985 pairs from IEDB/IMGT (1) The peptide sequence is RRFNLFNKF. The MHC is HLA-B48:01 with pseudo-sequence HLA-B48:01. The binding affinity (normalized) is 0.0847. (2) The peptide sequence is FTLSFGNST. The MHC is HLA-A30:01 with pseudo-sequence HLA-A30:01. The binding affinity (normalized) is 0.0847. (3) The peptide sequence is YTVKYTNL. The MHC is H-2-Kb with pseudo-sequence H-2-Kb. The binding affinity (normalized) is 0.702. (4) The binding affinity (normalized) is 0.0847. The peptide sequence is VTSSVSSGY. The MHC is HLA-B27:03 with pseudo-sequence HLA-B27:03. (5) The peptide sequence is TPVMSRFAA. The MHC is HLA-A80:01 with pseudo-sequence HLA-A80:01. The binding affinity (normalized) is 0.0847. (6) The peptide sequence is QRHPNFPSK. The MHC is HLA-B46:01 with pseudo-sequence HLA-B46:01. The binding affinity (normalized) is 0.0847. (7) The peptide sequence is MVVKVNAAL. The MHC is HLA-A26:01 with pseudo-sequence HLA-A26:01. The binding affinity (normalized) is 0.538.